This data is from Catalyst prediction with 721,799 reactions and 888 catalyst types from USPTO. The task is: Predict which catalyst facilitates the given reaction. Reactant: Br[CH2:2][C:3]([C:5]1[CH:10]=[CH:9][C:8]([OH:11])=[CH:7][CH:6]=1)=O.[NH2:12][C:13]1[N:18]=[CH:17][C:16]([Br:19])=[CH:15][N:14]=1. Product: [Br:19][C:16]1[CH:15]=[N:14][C:13]2[N:18]([CH:2]=[C:3]([C:5]3[CH:10]=[CH:9][C:8]([OH:11])=[CH:7][CH:6]=3)[N:12]=2)[CH:17]=1. The catalyst class is: 10.